This data is from Full USPTO retrosynthesis dataset with 1.9M reactions from patents (1976-2016). The task is: Predict the reactants needed to synthesize the given product. Given the product [Br:22][C:19]1[CH:20]=[CH:21][C:16]([NH:15][C:13](=[O:14])[C:12]2[CH:23]=[CH:24][C:9]([S:8][C:5]3[CH:6]=[CH:7][C:2]([NH:1][S:29]([CH3:28])(=[O:31])=[O:30])=[CH:3][CH:4]=3)=[C:10]([N+:25]([O-:27])=[O:26])[CH:11]=2)=[CH:17][CH:18]=1, predict the reactants needed to synthesize it. The reactants are: [NH2:1][C:2]1[CH:7]=[CH:6][C:5]([S:8][C:9]2[CH:24]=[CH:23][C:12]([C:13]([NH:15][C:16]3[CH:21]=[CH:20][C:19]([Br:22])=[CH:18][CH:17]=3)=[O:14])=[CH:11][C:10]=2[N+:25]([O-:27])=[O:26])=[CH:4][CH:3]=1.[CH3:28][S:29](Cl)(=[O:31])=[O:30].